Dataset: Full USPTO retrosynthesis dataset with 1.9M reactions from patents (1976-2016). Task: Predict the reactants needed to synthesize the given product. (1) Given the product [CH:35]([O:36][C:2]1[N:7]=[CH:6][N:5]=[C:4]([NH:8][C:9]2[CH:33]=[CH:32][C:12]([C:13]([NH:15][C:16]3[S:20][N:19]=[C:18]([C:21]4[CH:26]=[CH:25][C:24]([O:36][CH:35]([CH3:37])[CH3:34])=[C:23]([C:28]([F:30])([F:29])[F:31])[CH:22]=4)[N:17]=3)=[O:14])=[CH:11][CH:10]=2)[CH:3]=1)([CH3:37])[CH3:34], predict the reactants needed to synthesize it. The reactants are: Cl[C:2]1[N:7]=[CH:6][N:5]=[C:4]([NH:8][C:9]2[CH:33]=[CH:32][C:12]([C:13]([NH:15][C:16]3[S:20][N:19]=[C:18]([C:21]4[CH:26]=[CH:25][C:24](F)=[C:23]([C:28]([F:31])([F:30])[F:29])[CH:22]=4)[N:17]=3)=[O:14])=[CH:11][CH:10]=2)[CH:3]=1.[CH3:34][CH:35]([CH3:37])[O-:36].[Na+]. (2) Given the product [CH3:22][S:23]([O:1][CH2:2][CH2:3][C:4]1[C:9]([CH2:10][CH2:11][O:12][S:23]([CH3:22])(=[O:25])=[O:24])=[CH:8][CH:7]=[CH:6][C:5]=1[O:13][CH3:14])(=[O:25])=[O:24], predict the reactants needed to synthesize it. The reactants are: [OH:1][CH2:2][CH2:3][C:4]1[C:9]([CH2:10][CH2:11][OH:12])=[CH:8][CH:7]=[CH:6][C:5]=1[O:13][CH3:14].C(N(CC)CC)C.[CH3:22][S:23](Cl)(=[O:25])=[O:24]. (3) The reactants are: C[C:2]1(C)[O:7][C:6]2[CH:8]=[CH:9][C:10]([O:12][C:13]3[CH:14]=[CH:15][C:16]([N+:23]([O-:25])=[O:24])=[C:17]([CH:22]=3)[C:18]([O:20][CH3:21])=[O:19])=[CH:11][C:5]=2[C:4](=[O:26])[O:3]1.C[O-].[Na+]. Given the product [OH:7][C:6]1[CH:8]=[CH:9][C:10]([O:12][C:13]2[CH:14]=[CH:15][C:16]([N+:23]([O-:25])=[O:24])=[C:17]([C:18]([O:20][CH3:21])=[O:19])[CH:22]=2)=[CH:11][C:5]=1[C:4]([O:3][CH3:2])=[O:26], predict the reactants needed to synthesize it. (4) The reactants are: [CH3:1][C:2]1[CH:7]=[C:6]([NH:8][C:9]([C:11]2[C:16](Br)=[N:15][CH:14]=[CH:13][N:12]=2)=[O:10])[CH:5]=[CH:4][N:3]=1.[NH2:18][C:19]1[CH:24]=[CH:23][CH:22]=[CH:21][CH:20]=1.C1(P(C2C=CC=CC=2)C2C3OC4C(=CC=CC=4P(C4C=CC=CC=4)C4C=CC=CC=4)C(C)(C)C=3C=CC=2)C=CC=CC=1.C(=O)([O-])[O-].[Cs+].[Cs+]. Given the product [CH3:1][C:2]1[CH:7]=[C:6]([NH:8][C:9]([C:11]2[C:16]([NH:18][C:19]3[CH:24]=[CH:23][CH:22]=[CH:21][CH:20]=3)=[N:15][CH:14]=[CH:13][N:12]=2)=[O:10])[CH:5]=[CH:4][N:3]=1, predict the reactants needed to synthesize it. (5) Given the product [CH:3]1([C:6]2[C:7]([F:15])=[C:8]([CH2:9][OH:10])[C:11]([F:14])=[CH:12][CH:13]=2)[CH2:4][CH2:5]1, predict the reactants needed to synthesize it. The reactants are: [BH4-].[Na+].[CH:3]1([C:6]2[C:7]([F:15])=[C:8]([C:11]([F:14])=[CH:12][CH:13]=2)[CH:9]=[O:10])[CH2:5][CH2:4]1.CO.S(=O)(=O)(O)O. (6) Given the product [CH2:1]([N:8]1[CH2:9][CH2:10][C:11]2([N:16]3[N:17]=[C:18]([C:23]4[CH:24]=[CH:25][C:26]([O:29][C:30]5[CH:35]=[CH:34][CH:33]=[CH:32][CH:31]=5)=[CH:27][CH:28]=4)[C:19]([C:20]([NH2:22])=[O:21])=[C:15]3[NH:14][CH2:13][CH2:12]2)[CH2:37][CH2:38]1)[C:2]1[CH:3]=[CH:4][CH:5]=[CH:6][CH:7]=1, predict the reactants needed to synthesize it. The reactants are: [CH2:1]([N:8]1[CH2:38][CH2:37][C:11]2([N:16]3[N:17]=[C:18]([C:23]4[CH:28]=[CH:27][C:26]([O:29][C:30]5[CH:35]=[CH:34][CH:33]=[CH:32][CH:31]=5)=[CH:25][CH:24]=4)[C:19]([C:20]([NH2:22])=[O:21])=[C:15]3[NH:14][C:13](=O)[CH2:12]2)[CH2:10][CH2:9]1)[C:2]1[CH:7]=[CH:6][CH:5]=[CH:4][CH:3]=1.